This data is from Reaction yield outcomes from USPTO patents with 853,638 reactions. The task is: Predict the reaction yield, written as a fraction of the theoretical maximum amount of product (1.0 means a 100% yield; for example, 0.34 means a 34% yield). (1) The reactants are [Cl:1][C:2]1[CH:7]=[C:6]([CH:8]([OH:10])[CH3:9])[CH:5]=[CH:4][N:3]=1.[H-].[Na+].I[CH3:14].O. The catalyst is CN(C=O)C. The product is [Cl:1][C:2]1[CH:7]=[C:6]([CH:8]([O:10][CH3:14])[CH3:9])[CH:5]=[CH:4][N:3]=1. The yield is 0.367. (2) The reactants are [CH3:1][O:2][C:3](=[O:12])[C:4]1[C:5](=[CH:7][CH:8]=[C:9]([I:11])[CH:10]=1)[NH2:6].C(N(CC)CC)C.[CH3:20][S:21](Cl)(=[O:23])=[O:22]. The catalyst is C(Cl)Cl. The product is [I:11][C:9]1[CH:8]=[CH:7][C:5]([NH:6][S:21]([CH3:20])(=[O:23])=[O:22])=[C:4]([CH:10]=1)[C:3]([O:2][CH3:1])=[O:12]. The yield is 0.460. (3) The product is [CH3:5][O:6][CH2:7][CH2:8][NH:9][C:28](=[O:29])[C:27]1[CH:31]=[CH:32][C:24]([O:23][CH2:22][C:12]2[C:13]([C:16]3[CH:17]=[CH:18][CH:19]=[CH:20][CH:21]=3)=[N:14][O:15][C:11]=2[CH3:10])=[N:25][CH:26]=1. The reactants are C[Al](C)C.[CH3:5][O:6][CH2:7][CH2:8][NH2:9].[CH3:10][C:11]1[O:15][N:14]=[C:13]([C:16]2[CH:21]=[CH:20][CH:19]=[CH:18][CH:17]=2)[C:12]=1[CH2:22][O:23][C:24]1[CH:32]=[CH:31][C:27]([C:28](O)=[O:29])=[CH:26][N:25]=1.O. The yield is 0.760. The catalyst is O1CCOCC1. (4) The reactants are [C:1]([BH3-])#N.[Na+].[ClH:5].[C:6]1([C:27]2[CH:32]=[CH:31][CH:30]=[CH:29][CH:28]=2)[CH:11]=[CH:10][C:9]([CH2:12][CH2:13][NH:14][CH2:15][CH2:16][C:17]2[CH:22]=[CH:21][C:20]([O:23][CH3:24])=[C:19]([O:25][CH3:26])[CH:18]=2)=[CH:8][CH:7]=1.C=O. The catalyst is CO.[Cl-].[Zn+2].[Cl-]. The product is [ClH:5].[C:6]1([C:27]2[CH:28]=[CH:29][CH:30]=[CH:31][CH:32]=2)[CH:7]=[CH:8][C:9]([CH2:12][CH2:13][N:14]([CH2:15][CH2:16][C:17]2[CH:22]=[CH:21][C:20]([O:23][CH3:24])=[C:19]([O:25][CH3:26])[CH:18]=2)[CH3:1])=[CH:10][CH:11]=1. The yield is 0.720.